This data is from Forward reaction prediction with 1.9M reactions from USPTO patents (1976-2016). The task is: Predict the product of the given reaction. (1) Given the reactants Br[C:2]1[CH:7]=[CH:6][CH:5]=[CH:4][CH:3]=1.[C:8]1([C:14]2[CH:20]=[CH:19][C:18]([C:21]3[CH:26]=[CH:25][CH:24]=[CH:23][CH:22]=3)=[CH:17][C:15]=2[NH2:16])[CH:13]=[CH:12][CH:11]=[CH:10][CH:9]=1.C1(P(C2C=CC=CC=2)C2C=CC3C(=CC=CC=3)C=2C2C3C(=CC=CC=3)C=CC=2P(C2C=CC=CC=2)C2C=CC=CC=2)C=CC=CC=1.CC(C)([O-])C.[Na+], predict the reaction product. The product is: [C:2]1([NH:16][C:15]2[CH:17]=[C:18]([C:21]3[CH:26]=[CH:25][CH:24]=[CH:23][CH:22]=3)[CH:19]=[CH:20][C:14]=2[C:8]2[CH:9]=[CH:10][CH:11]=[CH:12][CH:13]=2)[CH:7]=[CH:6][CH:5]=[CH:4][CH:3]=1. (2) Given the reactants [F:1][C:2]1[CH:3]=[CH:4][C:5]2[O:10][CH2:9][C@H:8]([CH2:11]OS(C)(=O)=O)[O:7][C:6]=2[CH:17]=1.Br.[NH:19]1[CH2:24][CH2:23][CH2:22][C@H:21]([C:25]2[CH:26]=[C:27]([OH:31])[CH:28]=[CH:29][CH:30]=2)[CH2:20]1.C([O-])(O)=O.[Na+].O, predict the reaction product. The product is: [F:1][C:2]1[CH:3]=[CH:4][C:5]2[O:10][CH2:9][C@H:8]([CH2:11][N:19]3[CH2:24][CH2:23][CH2:22][C@H:21]([C:25]4[CH:26]=[C:27]([OH:31])[CH:28]=[CH:29][CH:30]=4)[CH2:20]3)[O:7][C:6]=2[CH:17]=1.